This data is from Full USPTO retrosynthesis dataset with 1.9M reactions from patents (1976-2016). The task is: Predict the reactants needed to synthesize the given product. (1) The reactants are: [CH3:1][C:2]1[N:7]=[C:6]([C:8]2[CH:13]=[CH:12][CH:11]=[C:10]([C:14]3[CH:15]=[C:16]([S:20](Cl)(=[O:22])=[O:21])[CH:17]=[CH:18][CH:19]=3)[N:9]=2)[CH:5]=[C:4]([C:24]2[CH:29]=[CH:28][C:27]([C:30]([F:33])([F:32])[F:31])=[CH:26][CH:25]=2)[CH:3]=1.[OH:34][CH2:35][CH2:36][O:37][CH:38]1[CH2:43][CH2:42][NH:41][CH2:40][CH2:39]1. Given the product [CH3:1][C:2]1[N:7]=[C:6]([C:8]2[CH:13]=[CH:12][CH:11]=[C:10]([C:14]3[CH:15]=[C:16]([S:20]([N:41]4[CH2:42][CH2:43][CH:38]([O:37][CH2:36][CH2:35][OH:34])[CH2:39][CH2:40]4)(=[O:22])=[O:21])[CH:17]=[CH:18][CH:19]=3)[N:9]=2)[CH:5]=[C:4]([C:24]2[CH:29]=[CH:28][C:27]([C:30]([F:33])([F:32])[F:31])=[CH:26][CH:25]=2)[CH:3]=1, predict the reactants needed to synthesize it. (2) Given the product [Cl:1][C:2]1[CH:7]=[CH:6][C:5]([B-:8]([OH:16])([OH:11])[OH:9])=[C:4]([F:13])[C:3]=1[O:14][CH3:15].[K+:17], predict the reactants needed to synthesize it. The reactants are: [Cl:1][C:2]1[CH:7]=[CH:6][C:5]([B:8]([O:11]C)[O:9]C)=[C:4]([F:13])[C:3]=1[O:14][CH3:15].[OH-:16].[K+:17]. (3) Given the product [O:4]1[C:5]2[C:3]1([CH2:20][CH:21]1[O:22][CH2:23]1)[CH:2]([CH:13]=[CH:12][C:14]=2[OH:15])[OH:7], predict the reactants needed to synthesize it. The reactants are: Cl[CH2:2][CH:3]1[CH2:5][O:4]1.C(=O)([O-])[O-:7].[K+].[K+].[CH2:12]([C:14](C)=[O:15])[CH3:13].C(#N)C.[CH3:20][C:21]([CH3:23])=[O:22]. (4) Given the product [NH2:1][C:2]1[C:3]([C:16]([O:18][CH3:19])=[O:17])=[N:4][C:5]([C:9]2[CH:14]=[CH:13][CH:12]=[C:11]([C:29]#[C:28][C@@:26]([OH:30])([C:24]3[O:25][C:21]([CH3:20])=[N:22][N:23]=3)[CH3:27])[CH:10]=2)=[C:6]([F:8])[CH:7]=1, predict the reactants needed to synthesize it. The reactants are: [NH2:1][C:2]1[C:3]([C:16]([O:18][CH3:19])=[O:17])=[N:4][C:5]([C:9]2[CH:14]=[CH:13][CH:12]=[C:11](Br)[CH:10]=2)=[C:6]([F:8])[CH:7]=1.[CH3:20][C:21]1[O:25][C:24]([C@:26]([OH:30])([C:28]#[CH:29])[CH3:27])=[N:23][N:22]=1. (5) Given the product [C:18]([N:13]1[CH2:12][C:11]2[C:15](=[CH:16][CH:17]=[C:9]([NH:8][C:5]3[N:4]=[C:3]([NH:25][C@@H:26]4[CH2:31][CH2:30][CH2:29][N:28]([C:32](=[O:35])[CH:33]=[CH2:34])[CH2:27]4)[C:2]([F:1])=[CH:7][N:6]=3)[CH:10]=2)[CH2:14]1)(=[O:38])[CH3:19], predict the reactants needed to synthesize it. The reactants are: [F:1][C:2]1[C:3]([NH:25][C@@H:26]2[CH2:31][CH2:30][CH2:29][N:28]([C:32](=[O:35])[CH:33]=[CH2:34])[CH2:27]2)=[N:4][C:5]([NH:8][C:9]2[CH:10]=[C:11]3[C:15](=[CH:16][CH:17]=2)[CH2:14][N:13]([CH2:18][CH:19]2CCNCC2)[CH2:12]3)=[N:6][CH:7]=1.C(Cl)(=[O:38])C. (6) Given the product [CH3:10][C:11]1[CH:18]=[C:17]([CH3:19])[CH:16]=[CH:15][C:12]=1[CH:13]([C:5]1[CH:6]=[CH:7][C:2]([F:1])=[CH:3][CH:4]=1)[NH2:14], predict the reactants needed to synthesize it. The reactants are: [F:1][C:2]1[CH:7]=[CH:6][C:5]([Mg]Br)=[CH:4][CH:3]=1.[CH3:10][C:11]1[CH:18]=[C:17]([CH3:19])[CH:16]=[CH:15][C:12]=1[C:13]#[N:14].CO.[BH4-].[Na+].